From a dataset of Full USPTO retrosynthesis dataset with 1.9M reactions from patents (1976-2016). Predict the reactants needed to synthesize the given product. (1) Given the product [Br:20][C:7]([C:5]1[N:6]=[C:2]([CH3:1])[O:3][CH:4]=1)([CH3:12])[C:8]([O:10][CH3:11])=[O:9], predict the reactants needed to synthesize it. The reactants are: [CH3:1][C:2]1[O:3][CH:4]=[C:5]([CH:7]([CH3:12])[C:8]([O:10][CH3:11])=[O:9])[N:6]=1.C1C(=O)N([Br:20])C(=O)C1.CC(N=NC(C#N)(C)C)(C#N)C. (2) Given the product [CH3:1][C@H:2]1[N:7]([S:33]([C:30]2[CH:29]=[CH:28][C:27]([O:26][C:25]([F:24])([F:37])[F:38])=[CH:32][CH:31]=2)(=[O:35])=[O:34])[CH2:6][CH2:5][N:4]([C:8]([O:10][C:11]([CH3:13])([CH3:12])[CH3:14])=[O:9])[CH2:3]1, predict the reactants needed to synthesize it. The reactants are: [CH3:1][C@H:2]1[NH:7][CH2:6][CH2:5][N:4]([C:8]([O:10][C:11]([CH3:14])([CH3:13])[CH3:12])=[O:9])[CH2:3]1.CCN(C(C)C)C(C)C.[F:24][C:25]([F:38])([F:37])[O:26][C:27]1[CH:32]=[CH:31][C:30]([S:33](Cl)(=[O:35])=[O:34])=[CH:29][CH:28]=1.Cl. (3) Given the product [CH3:28][O:29][C:30](=[O:51])[C@@H:31]([NH:50][C:4](=[O:5])[C:3]1[C:7]([Cl:22])=[CH:8][C:9]([O:11][Si:12]([CH:16]([CH3:18])[CH3:17])([CH:19]([CH3:20])[CH3:21])[CH:13]([CH3:14])[CH3:15])=[CH:10][C:2]=1[Cl:1])[CH2:32][C:33]1[CH:38]=[CH:37][C:36]([NH:39][C:40](=[O:49])[C:41]2[C:42]([Cl:48])=[CH:43][CH:44]=[CH:45][C:46]=2[Cl:47])=[CH:35][CH:34]=1, predict the reactants needed to synthesize it. The reactants are: [Cl:1][C:2]1[CH:10]=[C:9]([O:11][Si:12]([CH:19]([CH3:21])[CH3:20])([CH:16]([CH3:18])[CH3:17])[CH:13]([CH3:15])[CH3:14])[CH:8]=[C:7]([Cl:22])[C:3]=1[C:4](O)=[O:5].S(Cl)(Cl)=O.Cl.[CH3:28][O:29][C:30](=[O:51])[C@@H:31]([NH2:50])[CH2:32][C:33]1[CH:38]=[CH:37][C:36]([NH:39][C:40](=[O:49])[C:41]2[C:46]([Cl:47])=[CH:45][CH:44]=[CH:43][C:42]=2[Cl:48])=[CH:35][CH:34]=1.CCN(C(C)C)C(C)C. (4) Given the product [CH3:1][O:2][C:3]1[CH:4]=[C:5]([CH:18]=[C:19]([O:21][CH3:22])[CH:20]=1)[C:6]([NH:8][CH:9]1[CH2:14][CH2:13][CH2:12][CH:11]([C:15]2[NH:30][C:27]3[CH:28]=[CH:29][C:24]([CH3:23])=[CH:25][C:26]=3[N:31]=2)[CH2:10]1)=[O:7], predict the reactants needed to synthesize it. The reactants are: [CH3:1][O:2][C:3]1[CH:4]=[C:5]([CH:18]=[C:19]([O:21][CH3:22])[CH:20]=1)[C:6]([NH:8][CH:9]1[CH2:14][CH2:13][CH2:12][CH:11]([C:15](O)=O)[CH2:10]1)=[O:7].[CH3:23][C:24]1[CH:25]=[C:26]([NH2:31])[C:27]([NH2:30])=[CH:28][CH:29]=1.F[P-](F)(F)(F)(F)F.CN([PH+](N(C)C)N(C)C)C.C(N(C(C)C)CC)(C)C.